Dataset: Reaction yield outcomes from USPTO patents with 853,638 reactions. Task: Predict the reaction yield, written as a fraction of the theoretical maximum amount of product (1.0 means a 100% yield; for example, 0.34 means a 34% yield). (1) The product is [NH:21]1[CH2:22][CH2:23][CH:18]([N:15]2[CH2:14][CH2:13][CH:12]([N:11]3[C@@H:10]4[C@H:5]([CH2:6][CH2:7][CH2:8][CH2:9]4)[O:4][CH2:3][C:2]3=[O:1])[CH2:17][CH2:16]2)[CH2:19][CH2:20]1. The reactants are [O:1]=[C:2]1[N:11]([CH:12]2[CH2:17][CH2:16][N:15]([CH:18]3[CH2:23][CH2:22][N:21](C(OC(C)(C)C)=O)[CH2:20][CH2:19]3)[CH2:14][CH2:13]2)[C@@H:10]2[C@H:5]([CH2:6][CH2:7][CH2:8][CH2:9]2)[O:4][CH2:3]1.Cl. No catalyst specified. The yield is 0.830. (2) The reactants are [CH3:1][C:2]1[N:3]=[CH:4][S:5][C:6]=1[C:7]([OH:9])=O.O1CCCC1.C(Cl)(=O)C(Cl)=O.[NH2:21][C:22]1[CH:23]=[C:24]([CH:41]=[CH:42][C:43]=1[F:44])[O:25][C:26]1[CH:27]=[CH:28][C:29]2[N:30]([CH:32]=[C:33]([NH:35][C:36]([CH:38]3[CH2:40][CH2:39]3)=[O:37])[N:34]=2)[N:31]=1. The catalyst is CN(C)C=O.CN1CCCC1=O. The product is [CH:38]1([C:36]([NH:35][C:33]2[N:34]=[C:29]3[CH:28]=[CH:27][C:26]([O:25][C:24]4[CH:41]=[CH:42][C:43]([F:44])=[C:22]([NH:21][C:7]([C:6]5[S:5][CH:4]=[N:3][C:2]=5[CH3:1])=[O:9])[CH:23]=4)=[N:31][N:30]3[CH:32]=2)=[O:37])[CH2:39][CH2:40]1. The yield is 0.790. (3) The reactants are C([N:4]1[C:8]2[CH:9]=[CH:10][C:11]([C:15]([O:17]C)=[O:16])=[C:12]([O:13][CH3:14])[C:7]=2[N:6]=[N:5]1)(=O)C.[OH-].[Na+]. The catalyst is CO.O. The product is [CH3:14][O:13][C:12]1[C:7]2[N:6]=[N:5][NH:4][C:8]=2[CH:9]=[CH:10][C:11]=1[C:15]([OH:17])=[O:16]. The yield is 0.800. (4) The reactants are [CH3:1][N:2]1[C:7](=[O:8])[C:6]([NH:9][C:10]2[CH:15]=[CH:14][C:13]([N:16]3[CH2:21][CH2:20][N:19]([CH:22]4[CH2:25][O:24][CH2:23]4)[CH2:18][C@H:17]3[CH3:26])=[CH:12][N:11]=2)=[CH:5][C:4]([C:27]2[CH:32]=[CH:31][N:30]=[C:29]([N:33]3[C:45](=[O:46])[C:44]4[S:43][C:42]5[CH2:41][CH2:40][CH2:39][CH2:38][C:37]=5[C:36]=4[CH:35]=[N:34]3)[C:28]=2[CH:47]=[O:48])=[CH:3]1.[BH4-].[Na+]. The catalyst is CO. The product is [OH:48][CH2:47][C:28]1[C:29]([N:33]2[C:45](=[O:46])[C:44]3[S:43][C:42]4[CH2:41][CH2:40][CH2:39][CH2:38][C:37]=4[C:36]=3[CH:35]=[N:34]2)=[N:30][CH:31]=[CH:32][C:27]=1[C:4]1[CH:5]=[C:6]([NH:9][C:10]2[CH:15]=[CH:14][C:13]([N:16]3[CH2:21][CH2:20][N:19]([CH:22]4[CH2:23][O:24][CH2:25]4)[CH2:18][C@H:17]3[CH3:26])=[CH:12][N:11]=2)[C:7](=[O:8])[N:2]([CH3:1])[CH:3]=1. The yield is 0.190. (5) The yield is 0.180. The product is [F:49][C:46]1([F:50])[CH2:47][CH2:48][CH:43]([N:15]2[C:16]3[CH2:21][CH2:20][N:19]([C:22](=[O:24])[CH3:23])[CH2:18][C:17]=3[C:13]([N:10]3[C:11]4[C:6](=[CH:5][C:4]([C:25]5[CH:26]=[N:27][N:28]([CH3:30])[CH:29]=5)=[C:3]([CH:2]([F:1])[F:31])[CH:12]=4)[CH2:7][CH2:8][CH2:9]3)=[N:14]2)[CH2:44][CH2:45]1. The reactants are [F:1][CH:2]([F:31])[C:3]1[CH:12]=[C:11]2[C:6]([CH2:7][CH2:8][CH2:9][N:10]2[C:13]2[C:17]3[CH2:18][N:19]([C:22](=[O:24])[CH3:23])[CH2:20][CH2:21][C:16]=3[NH:15][N:14]=2)=[CH:5][C:4]=1[C:25]1[CH:26]=[N:27][N:28]([CH3:30])[CH:29]=1.C([O-])([O-])=O.[Cs+].[Cs+].CS(O[CH:43]1[CH2:48][CH2:47][C:46]([F:50])([F:49])[CH2:45][CH2:44]1)(=O)=O. The catalyst is CN(C=O)C. (6) The yield is 0.500. The product is [CH3:26][O:25][CH:23]([C:20]1[CH:21]=[CH:22][C:17]([N:15]([CH3:16])[C:12]2[CH:13]=[CH:14][C:9]([OH:8])=[CH:10][CH:11]=2)=[CH:18][CH:19]=1)[CH3:24]. The catalyst is C1COCC1.[Pd]. The reactants are C([O:8][C:9]1[CH:14]=[CH:13][C:12]([N:15]([C:17]2[CH:22]=[CH:21][C:20]([CH:23]([O:25][CH3:26])[CH3:24])=[CH:19][CH:18]=2)[CH3:16])=[CH:11][CH:10]=1)C1C=CC=CC=1. (7) The reactants are [CH3:1][N:2]1[CH:6]=[CH:5][N:4]=[N:3]1.C([Li])CCC.Cl[C:13]1[N:18]=[C:17]([O:19][CH3:20])[C:16]([N+:21]([O-:23])=[O:22])=[CH:15][CH:14]=1.O. The product is [CH3:20][O:19][C:17]1[C:16]([N+:21]([O-:23])=[O:22])=[CH:15][CH:14]=[C:13]([C:6]2[N:2]([CH3:1])[N:3]=[N:4][CH:5]=2)[N:18]=1. The catalyst is C1COCC1.CN(C=O)C.[Cl-].[Zn+2].[Cl-].C1C=CC([P]([Pd]([P](C2C=CC=CC=2)(C2C=CC=CC=2)C2C=CC=CC=2)([P](C2C=CC=CC=2)(C2C=CC=CC=2)C2C=CC=CC=2)[P](C2C=CC=CC=2)(C2C=CC=CC=2)C2C=CC=CC=2)(C2C=CC=CC=2)C2C=CC=CC=2)=CC=1.CCOC(C)=O. The yield is 0.410. (8) The reactants are [N:1]1[CH:6]=[CH:5][CH:4]=[CH:3][C:2]=1[CH2:7][N:8]([CH2:17][CH2:18][C:19]1[CH:24]=[CH:23][C:22]([S:25](=[O:28])(=[O:27])[NH2:26])=[CH:21][CH:20]=1)[CH2:9][C:10]([O:12]C(C)(C)C)=[O:11]. The catalyst is C(Cl)Cl.C(O)(C(F)(F)F)=O. The product is [N:1]1[CH:6]=[CH:5][CH:4]=[CH:3][C:2]=1[CH2:7][N:8]([CH2:17][CH2:18][C:19]1[CH:20]=[CH:21][C:22]([S:25](=[O:28])(=[O:27])[NH2:26])=[CH:23][CH:24]=1)[CH2:9][C:10]([OH:12])=[O:11]. The yield is 1.00. (9) The reactants are [CH2:1]([O:9][C:10]1[CH:18]=[CH:17][C:13]([C:14]([OH:16])=[O:15])=[CH:12][CH:11]=1)[CH2:2][CH2:3][CH2:4][CH2:5][CH2:6][CH2:7][CH3:8].[OH:19][C:20]1[CH:25]=[CH:24][C:23]([C:26]2[CH:31]=[CH:30][C:29](O)=[CH:28][CH:27]=2)=[CH:22][CH:21]=1.C1CCC(N=C=NC2CCCCC2)CC1. The catalyst is CN(C1C=CN=CC=1)C.C1COCC1. The product is [OH:19][C:20]1[CH:21]=[CH:22][C:23]([C:26]2[CH:31]=[CH:30][C:29]([O:15][C:14](=[O:16])[C:13]3[CH:12]=[CH:11][C:10]([O:9][CH2:1][CH2:2][CH2:3][CH2:4][CH2:5][CH2:6][CH2:7][CH3:8])=[CH:18][CH:17]=3)=[CH:28][CH:27]=2)=[CH:24][CH:25]=1. The yield is 0.490. (10) The reactants are [CH2:1]([C:3]1[NH:4][CH:5]=[CH:6][CH:7]=1)[CH3:2].[Cl:8][C:9]1[CH:14]=[CH:13][C:12]([S:15](Cl)(=[O:17])=[O:16])=[CH:11][CH:10]=1.[H-].[Na+]. The catalyst is C1COCC1.CCOC(C)=O. The product is [Cl:8][C:9]1[CH:14]=[CH:13][C:12]([S:15]([N:4]2[CH:5]=[CH:6][CH:7]=[C:3]2[CH2:1][CH3:2])(=[O:17])=[O:16])=[CH:11][CH:10]=1. The yield is 0.760.